This data is from Retrosynthesis with 50K atom-mapped reactions and 10 reaction types from USPTO. The task is: Predict the reactants needed to synthesize the given product. (1) Given the product Cc1cc(OCC(=O)O)ccc1NC(=O)c1ccc(N2CCN(C(=O)OC(C)(C)C)CC2)cc1, predict the reactants needed to synthesize it. The reactants are: CCOC(=O)COc1ccc(NC(=O)c2ccc(N3CCN(C(=O)OC(C)(C)C)CC3)cc2)c(C)c1. (2) Given the product N[C@H]1Cc2c(nc3cc(-c4nnco4)ccn23)C[C@@H]1c1cc(F)c(F)cc1F, predict the reactants needed to synthesize it. The reactants are: CC(C)(C)OC(=O)N[C@H]1Cc2c(nc3cc(-c4nnco4)ccn23)C[C@@H]1c1cc(F)c(F)cc1F. (3) Given the product C[Si](C)(C)CCOCOCc1ccc(C(=O)c2ccc3c(c2)OCO3)c(C(=O)O)n1, predict the reactants needed to synthesize it. The reactants are: COC(=O)c1nc(COCOCC[Si](C)(C)C)ccc1C(=O)c1ccc2c(c1)OCO2. (4) Given the product CCO[C@H]1CN(c2ccccn2)C[C@H]1Nc1nc(CC)c(-c2ccc(OC)cc2C)nc1CC, predict the reactants needed to synthesize it. The reactants are: Brc1ccccn1.CCO[C@H]1CNC[C@H]1Nc1nc(CC)c(-c2ccc(OC)cc2C)nc1CC.